Dataset: Full USPTO retrosynthesis dataset with 1.9M reactions from patents (1976-2016). Task: Predict the reactants needed to synthesize the given product. (1) The reactants are: [NH2:1][C:2]1[C:3]2[C:10](I)=[CH:9][N:8]([C@@H:12]3[CH2:15][C@H:14]([CH2:16][N:17]4[CH2:22][C@@H:21]5[CH2:23][C@H:18]4[CH2:19][S:20]5(=[O:25])=[O:24])[CH2:13]3)[C:4]=2[N:5]=[CH:6][N:7]=1.[F:26][C:27]1[CH:41]=[CH:40][C:39](B2OC(C)(C)C(C)(C)O2)=[CH:38][C:28]=1[O:29][CH2:30][C:31]12[O:37][CH:34]([CH2:35][CH2:36]1)[CH2:33][CH2:32]2. Given the product [O:25]=[S:20]1(=[O:24])[CH2:19][C@@H:18]2[CH2:23][C@H:21]1[CH2:22][N:17]2[CH2:16][C@@H:14]1[CH2:13][C@H:12]([N:8]2[C:4]3[N:5]=[CH:6][N:7]=[C:2]([NH2:1])[C:3]=3[C:10]([C:39]3[CH:40]=[CH:41][C:27]([F:26])=[C:28]([O:29][CH2:30][C:31]45[O:37][CH:34]([CH2:33][CH2:32]4)[CH2:35][CH2:36]5)[CH:38]=3)=[CH:9]2)[CH2:15]1, predict the reactants needed to synthesize it. (2) Given the product [NH2:8][C:9]([CH3:36])([CH2:29][C:30]1[CH:35]=[CH:34][CH:33]=[CH:32][CH:31]=1)[CH2:10][O:11][CH2:12][C:13]1[CH:14]=[C:15]([CH:19]=[C:20]([C:22]2([C:27]#[N:28])[CH2:23][CH2:24][CH2:25][CH2:26]2)[CH:21]=1)[C:16]([NH:45][C@@H:43]([C:37]1[CH:42]=[CH:41][CH:40]=[CH:39][CH:38]=1)[CH3:44])=[O:18], predict the reactants needed to synthesize it. The reactants are: C(OC([NH:8][C:9]([CH3:36])([CH2:29][C:30]1[CH:35]=[CH:34][CH:33]=[CH:32][CH:31]=1)[CH2:10][O:11][CH2:12][C:13]1[CH:14]=[C:15]([CH:19]=[C:20]([C:22]2([C:27]#[N:28])[CH2:26][CH2:25][CH2:24][CH2:23]2)[CH:21]=1)[C:16]([OH:18])=O)=O)(C)(C)C.[C:37]1([C@H:43]([NH2:45])[CH3:44])[CH:42]=[CH:41][CH:40]=[CH:39][CH:38]=1. (3) Given the product [OH:1][C:2]1[CH:15]=[C:14]([O:16][CH3:17])[CH:13]=[CH:12][C:3]=1[C:4]([C:6]1[CH:11]=[CH:10][CH:9]=[CH:8][C:7]=1[OH:18])=[O:5], predict the reactants needed to synthesize it. The reactants are: [OH:1][C:2]1[CH:15]=[C:14]([O:16][CH3:17])[CH:13]=[CH:12][C:3]=1[C:4]([C:6]1[CH:11]=[CH:10][CH:9]=[CH:8][CH:7]=1)=[O:5].[OH:18]C1C(C(=O)C2C=CC=CC=2)=CC(S(O)(=O)=O)=C(OC)C=1. (4) Given the product [Cl:13][C:10]1[CH:11]=[CH:12][C:7]([C:5]2[N:6]=[C:2]([N:27]3[CH:28]=[CH:29][N:30]=[C:26]3[CH3:25])[O:3][C:4]=2[CH2:14][CH2:15][CH2:16][O:17][C:18]2[CH:23]=[CH:22][CH:21]=[CH:20][C:19]=2[CH3:24])=[CH:8][CH:9]=1, predict the reactants needed to synthesize it. The reactants are: Cl[C:2]1[O:3][C:4]([CH2:14][CH2:15][CH2:16][O:17][C:18]2[CH:23]=[CH:22][CH:21]=[CH:20][C:19]=2[CH3:24])=[C:5]([C:7]2[CH:12]=[CH:11][C:10]([Cl:13])=[CH:9][CH:8]=2)[N:6]=1.[CH3:25][C:26]1[NH:27][CH:28]=[CH:29][N:30]=1.C(=O)([O-])[O-].[K+].[K+]. (5) The reactants are: Cl[CH2:2][CH2:3][CH2:4][CH2:5][C:6]1[CH:11]=[CH:10][C:9]([O:12][CH3:13])=[CH:8][CH:7]=1.[NH:14]1[CH:18]=[CH:17][N:16]=[N:15]1.[I-].[K+].C(OCC)(=O)C. Given the product [CH3:13][O:12][C:9]1[CH:10]=[CH:11][C:6]([CH2:5][CH2:4][CH2:3][CH2:2][N:14]2[CH:18]=[CH:17][N:16]=[N:15]2)=[CH:7][CH:8]=1, predict the reactants needed to synthesize it.